This data is from Peptide-MHC class I binding affinity with 185,985 pairs from IEDB/IMGT. The task is: Regression. Given a peptide amino acid sequence and an MHC pseudo amino acid sequence, predict their binding affinity value. This is MHC class I binding data. (1) The peptide sequence is SLVIVTTFV. The MHC is HLA-B58:01 with pseudo-sequence HLA-B58:01. The binding affinity (normalized) is 0.161. (2) The peptide sequence is KVCAITPTI. The MHC is HLA-A02:02 with pseudo-sequence HLA-A02:02. The binding affinity (normalized) is 0.285. (3) The peptide sequence is FVDVGVSAL. The MHC is HLA-C12:03 with pseudo-sequence HLA-C12:03. The binding affinity (normalized) is 1.00. (4) The peptide sequence is RNQPAATAL. The MHC is HLA-B58:01 with pseudo-sequence HLA-B58:01. The binding affinity (normalized) is 0.0847. (5) The peptide sequence is RQFPTAFEH. The MHC is Mamu-B3901 with pseudo-sequence Mamu-B3901. The binding affinity (normalized) is 0.148. (6) The binding affinity (normalized) is 0.0847. The peptide sequence is CLSDEINHV. The MHC is HLA-B46:01 with pseudo-sequence HLA-B46:01.